From a dataset of Forward reaction prediction with 1.9M reactions from USPTO patents (1976-2016). Predict the product of the given reaction. (1) Given the reactants [OH:1][C:2]1[CH:7]=[C:6]([C:8]([F:11])([F:10])[F:9])[CH:5]=[CH:4][C:3]=1[C:12]1[N:17]=[CH:16][N:15]=[C:14]([O:18][C:19]2[C:24]3[N:25]=[C:26]([NH:28][C:29](=[O:31])[CH3:30])[S:27][C:23]=3[CH:22]=[CH:21][CH:20]=2)[CH:13]=1.Cl.Cl[CH2:34][CH2:35][CH:36]1[CH2:40][CH2:39][CH2:38][N:37]1[CH3:41].C(=O)([O-])[O-].[Na+].[Na+].[I-].[Na+], predict the reaction product. The product is: [CH3:41][N:37]1[CH2:38][CH2:39][CH2:40][CH:36]1[CH2:35][CH2:34][O:1][C:2]1[CH:7]=[C:6]([C:8]([F:11])([F:9])[F:10])[CH:5]=[CH:4][C:3]=1[C:12]1[N:17]=[CH:16][N:15]=[C:14]([O:18][C:19]2[C:24]3[N:25]=[C:26]([NH:28][C:29](=[O:31])[CH3:30])[S:27][C:23]=3[CH:22]=[CH:21][CH:20]=2)[CH:13]=1. (2) Given the reactants [Cl:1][C:2]1[C:3]([F:28])=[C:4]([CH:8]2[C:12]([C:15]3[CH:20]=[CH:19][C:18]([Cl:21])=[CH:17][C:16]=3[F:22])([C:13]#[N:14])[CH:11]([CH2:23][C:24]([CH3:27])([CH3:26])[CH3:25])[CH2:10][NH:9]2)[CH:5]=[CH:6][CH:7]=1.[CH2:29]([O:31][C:32](=[O:47])[CH2:33][CH:34]1[CH2:39][CH2:38][N:37]([C:40](N2C=CN=C2)=[O:41])[CH2:36][CH2:35]1)[CH3:30], predict the reaction product. The product is: [CH2:29]([O:31][C:32](=[O:47])[CH2:33][CH:34]1[CH2:35][CH2:36][N:37]([C:40]([N:9]2[CH2:10][C@@H:11]([CH2:23][C:24]([CH3:25])([CH3:27])[CH3:26])[C@@:12]([C:15]3[CH:20]=[CH:19][C:18]([Cl:21])=[CH:17][C:16]=3[F:22])([C:13]#[N:14])[C@H:8]2[C:4]2[CH:5]=[CH:6][CH:7]=[C:2]([Cl:1])[C:3]=2[F:28])=[O:41])[CH2:38][CH2:39]1)[CH3:30]. (3) Given the reactants [N:1]1([C:6]2[CH:7]=[CH:8][C:9]([C:12]([OH:14])=O)=[N:10][CH:11]=2)[CH2:5][CH2:4][CH2:3][CH2:2]1.Cl.[CH2:16]([NH:23][OH:24])[C:17]1[CH:22]=[CH:21][CH:20]=[CH:19][CH:18]=1, predict the reaction product. The product is: [CH2:16]([N:23]([OH:24])[C:12]([C:9]1[CH:8]=[CH:7][C:6]([N:1]2[CH2:2][CH2:3][CH2:4][CH2:5]2)=[CH:11][N:10]=1)=[O:14])[C:17]1[CH:22]=[CH:21][CH:20]=[CH:19][CH:18]=1. (4) Given the reactants [C:1]([C:3]1[C:12]([F:13])=[CH:11][C:6]([C:7]([O:9][CH3:10])=[O:8])=[C:5]([F:14])[CH:4]=1)#[N:2].[NH2:15][OH:16], predict the reaction product. The product is: [NH2:2][C:1](=[N:15][OH:16])[C:3]1[C:12]([F:13])=[CH:11][C:6]([C:7]([O:9][CH3:10])=[O:8])=[C:5]([F:14])[CH:4]=1. (5) The product is: [C:1]([O-:4])(=[O:3])[CH3:2].[C:6]([O-:9])(=[O:8])[CH3:7].[C:10]([O-:13])(=[O:12])[CH3:11].[Br:18][C:19]1[CH:20]=[CH:21][C:22]([CH:28]2[CH2:30][CH2:29]2)=[C:23]([Pb+3:5])[CH:24]=1. Given the reactants [C:1]([O-:4])(=[O:3])[CH3:2].[Pb+4:5].[C:6]([O-:9])(=[O:8])[CH3:7].[C:10]([O-:13])(=[O:12])[CH3:11].C([O-])(=O)C.[Br:18][C:19]1[CH:20]=[CH:21][C:22]([CH:28]2[CH2:30][CH2:29]2)=[C:23](B(O)O)[CH:24]=1.C(=O)([O-])[O-].[K+].[K+], predict the reaction product. (6) Given the reactants [CH3:1][O:2][C:3]1[CH:4]=[C:5]([C:11](=O)[CH2:12][C:13]2[CH:18]=[CH:17][N:16]=[C:15]([Cl:19])[N:14]=2)[CH:6]=[C:7]([O:9][CH3:10])[CH:8]=1.[CH:21]1([NH:25][C:26]([NH2:28])=[S:27])[CH2:24][CH2:23][CH2:22]1, predict the reaction product. The product is: [CH3:1][O:2][C:3]1[CH:4]=[C:5]([C:11]2[N:28]=[C:26]([NH:25][CH:21]3[CH2:24][CH2:23][CH2:22]3)[S:27][C:12]=2[C:13]2[CH:18]=[CH:17][N:16]=[C:15]([Cl:19])[N:14]=2)[CH:6]=[C:7]([O:9][CH3:10])[CH:8]=1. (7) Given the reactants [N:1]1[C:10]2[C:5](=[CH:6][CH:7]=[CH:8][CH:9]=2)[CH:4]=[CH:3][C:2]=1/[CH:11]=[CH:12]/[C:13]1[NH:14][C:15]2[C:16]([N:25]=1)=[C:17]1[C:22](=[CH:23][CH:24]=2)[N:21]=[CH:20][CH:19]=[CH:18]1.[H-].[Na+].[C:28]1(C)C=CC(S(OC)(=O)=O)=CC=1, predict the reaction product. The product is: [CH3:28][N:14]1[C:15]2[C:16](=[C:17]3[C:22](=[CH:23][CH:24]=2)[N:21]=[CH:20][CH:19]=[CH:18]3)[N:25]=[C:13]1/[CH:12]=[CH:11]/[C:2]1[CH:3]=[CH:4][C:5]2[C:10](=[CH:9][CH:8]=[CH:7][CH:6]=2)[N:1]=1.